Regression/Classification. Given a drug SMILES string, predict its absorption, distribution, metabolism, or excretion properties. Task type varies by dataset: regression for continuous measurements (e.g., permeability, clearance, half-life) or binary classification for categorical outcomes (e.g., BBB penetration, CYP inhibition). Dataset: cyp2c19_veith. From a dataset of CYP2C19 inhibition data for predicting drug metabolism from PubChem BioAssay. (1) The molecule is NC(=O)Nc1cc([As](=O)(O)O)cc(I)c1O. The result is 0 (non-inhibitor). (2) The drug is N#Cc1cccc(-c2nccc(NCc3cccs3)n2)c1. The result is 1 (inhibitor). (3) The drug is COc1ccc(-n2nc([N+](=O)[O-])c(=NCCc3ccc(Cl)cc3)n2O)cc1. The result is 1 (inhibitor). (4) The compound is Clc1ccc(NCc2nnsc2Cl)cc1. The result is 1 (inhibitor). (5) The drug is COc1ccc(OC)c(NC(=O)c2cc3n(n2)C(C(F)(F)F)CC(c2ccc4c(c2)OCO4)N3)c1. The result is 0 (non-inhibitor). (6) The molecule is Cc1ccnc(NC(=O)c2cccc(NC(=O)COc3ccccc3)c2)c1. The result is 1 (inhibitor).